From a dataset of Forward reaction prediction with 1.9M reactions from USPTO patents (1976-2016). Predict the product of the given reaction. (1) Given the reactants Br[C:2]1[CH:7]=[CH:6][C:5]([O:8][CH3:9])=[CH:4][C:3]=1[O:10][CH3:11].[CH:12]([C:15]1[CH:20]=[CH:19][C:18]([C:21](=[O:25])[CH:22]([CH3:24])[CH3:23])=[CH:17][CH:16]=1)([CH3:14])[CH3:13], predict the reaction product. The product is: [CH3:11][O:10][C:3]1[CH:4]=[C:5]([O:8][CH3:9])[CH:6]=[CH:7][C:2]=1[C:21]([C:18]1[CH:17]=[CH:16][C:15]([CH:12]([CH3:14])[CH3:13])=[CH:20][CH:19]=1)([OH:25])[CH:22]([CH3:24])[CH3:23]. (2) Given the reactants [Cl:1][C:2]1[CH:3]=[CH:4][C:5]([O:31][CH:32]([F:34])[F:33])=[C:6]([C:8]2[C:12]([NH:13][C:14]([C:16]3[CH:17]=[N:18][N:19]4[CH:24]=[CH:23][CH:22]=[N:21][C:20]=34)=[O:15])=[CH:11][N:10]([CH:25]3[CH2:30][CH2:29][NH:28][CH2:27][CH2:26]3)[N:9]=2)[CH:7]=1.[C:35]([O:39][C:40](=[O:46])[NH:41][CH2:42][CH2:43][CH2:44]Br)([CH3:38])([CH3:37])[CH3:36].C(=O)([O-])[O-].[K+].[K+], predict the reaction product. The product is: [C:35]([O:39][C:40](=[O:46])[NH:41][CH2:42][CH2:43][CH2:44][N:28]1[CH2:27][CH2:26][CH:25]([N:10]2[CH:11]=[C:12]([NH:13][C:14]([C:16]3[CH:17]=[N:18][N:19]4[CH:24]=[CH:23][CH:22]=[N:21][C:20]=34)=[O:15])[C:8]([C:6]3[CH:7]=[C:2]([Cl:1])[CH:3]=[CH:4][C:5]=3[O:31][CH:32]([F:33])[F:34])=[N:9]2)[CH2:30][CH2:29]1)([CH3:38])([CH3:37])[CH3:36]. (3) Given the reactants C([Si](C)(C)[O:6][CH2:7][CH2:8][O:9][C:10]1[CH:15]=[CH:14][C:13]([C:16]2[N:20]([C:21]3[CH:26]=[CH:25][C:24]([O:27][CH3:28])=[CH:23][CH:22]=3)[N:19]=[C:18]([C:29]([F:32])([F:31])[F:30])[C:17]=2[CH3:33])=[CH:12][CH:11]=1)(C)(C)C.Cl, predict the reaction product. The product is: [CH3:28][O:27][C:24]1[CH:23]=[CH:22][C:21]([N:20]2[C:16]([C:13]3[CH:14]=[CH:15][C:10]([O:9][CH2:8][CH2:7][OH:6])=[CH:11][CH:12]=3)=[C:17]([CH3:33])[C:18]([C:29]([F:32])([F:31])[F:30])=[N:19]2)=[CH:26][CH:25]=1. (4) Given the reactants [N:1]1([NH2:7])[CH2:6][CH2:5][NH:4][CH2:3][CH2:2]1.[CH3:8][C:9]([O:12][C:13](O[C:13]([O:12][C:9]([CH3:11])([CH3:10])[CH3:8])=[O:14])=[O:14])([CH3:11])[CH3:10].C(OCC)(=O)C.O, predict the reaction product. The product is: [C:9]([O:12][C:13]([N:4]1[CH2:5][CH2:6][N:1]([NH2:7])[CH2:2][CH2:3]1)=[O:14])([CH3:11])([CH3:10])[CH3:8]. (5) Given the reactants [C:1]([OH:14])(=O)[CH2:2][CH2:3][CH2:4][CH2:5][CH2:6][CH2:7][CH2:8][CH2:9][CH2:10][CH2:11][CH3:12].[NH2:15][CH2:16][CH2:17][CH2:18][CH2:19][CH2:20][C:21]([N:23]1[CH2:27][CH:26]([OH:28])[CH2:25][CH:24]1[CH:29]([C:48]1[CH:53]=[CH:52][CH:51]=[CH:50][CH:49]=1)[O:30][CH:31]([C:40]1[CH:45]=[CH:44][C:43]([O:46][CH3:47])=[CH:42][CH:41]=1)[C:32]1[CH:37]=[CH:36][C:35]([O:38][CH3:39])=[CH:34][CH:33]=1)=[O:22].CN(C(ON1N=NC2C=CC=CC1=2)=[N+](C)C)C.F[P-](F)(F)(F)(F)F.CCN(C(C)C)C(C)C, predict the reaction product. The product is: [CH3:39][O:38][C:35]1[CH:36]=[CH:37][C:32]([CH:31]([C:40]2[CH:45]=[CH:44][C:43]([O:46][CH3:47])=[CH:42][CH:41]=2)[O:30][CH:29]([C:48]2[CH:49]=[CH:50][CH:51]=[CH:52][CH:53]=2)[CH:24]2[CH2:25][CH:26]([OH:28])[CH2:27][N:23]2[C:21](=[O:22])[CH2:20][CH2:19][CH2:18][CH2:17][CH2:16][NH:15][C:1](=[O:14])[CH2:2][CH2:3][CH2:4][CH2:5][CH2:6][CH2:7][CH2:8][CH2:9][CH2:10][CH2:11][CH3:12])=[CH:33][CH:34]=1.